This data is from Retrosynthesis with 50K atom-mapped reactions and 10 reaction types from USPTO. The task is: Predict the reactants needed to synthesize the given product. (1) Given the product CN(C(=O)OC(C)(C)C)c1cc(Oc2ccc(-n3ccnc3)cc2)ccc1NC(=O)COc1ccc(CC2SC(=O)NC2=O)cc1, predict the reactants needed to synthesize it. The reactants are: CN(C(=O)OC(C)(C)C)c1cc(Oc2ccc(-n3ccnc3)cc2)ccc1N.O=C(O)COc1ccc(CC2SC(=O)NC2=O)cc1. (2) The reactants are: O=[N+]([O-])c1ccc(O)c(C[P+](c2ccccc2)(c2ccccc2)c2ccccc2)c1. Given the product O=P(c1ccccc1)(c1ccccc1)c1ccccc1, predict the reactants needed to synthesize it. (3) Given the product Cc1[nH]c(C(=O)O)c(C)c1Cl, predict the reactants needed to synthesize it. The reactants are: CCOC(=O)c1[nH]c(C)c(Cl)c1C. (4) Given the product CCOC(=O)CCNC(=O)C1CCCN(C(=O)c2sc(NC(=N)N)nc2C)C1, predict the reactants needed to synthesize it. The reactants are: CCOC(=O)CCNC(=O)C1CCCNC1.Cc1nc(NC(=N)N)sc1C(=O)O. (5) Given the product CCCC(CCC)N1CCc2c(C(=O)N[C@@H](Cc3ccccc3)[C@H](O)CNC3(c4cccc(C(F)(F)F)c4)CC3)cccc2C1=O, predict the reactants needed to synthesize it. The reactants are: CCCC(CCC)N1CCc2c(C(=O)O)cccc2C1=O.N[C@@H](Cc1ccccc1)[C@H](O)CNC1(c2cccc(C(F)(F)F)c2)CC1.